The task is: Predict the product of the given reaction.. This data is from Forward reaction prediction with 1.9M reactions from USPTO patents (1976-2016). (1) Given the reactants [F:1][C:2]1[N:7]=[C:6]([NH2:8])[CH:5]=[CH:4][CH:3]=1.Cl[CH:10](Cl)[C:11]([CH2:13]Cl)=O.C[O:17]CCOC, predict the reaction product. The product is: [F:1][C:2]1[N:7]2[CH:10]=[C:11]([CH:13]=[O:17])[N:8]=[C:6]2[CH:5]=[CH:4][CH:3]=1. (2) Given the reactants [I:1][C:2]1[CH:3]=[C:4]([CH:6]=[C:7]([I:9])[CH:8]=1)[NH2:5].[CH3:10][Si:11]([CH3:27])([CH3:26])[CH2:12][CH2:13][O:14][C:15]([NH:17][CH2:18][CH2:19][CH2:20][CH2:21][CH2:22][C:23](O)=[O:24])=[O:16].CCN(C(C)C)C(C)C.CN(C(ON1N=NC2C=CC=NC1=2)=[N+](C)C)C.F[P-](F)(F)(F)(F)F, predict the reaction product. The product is: [CH3:26][Si:11]([CH3:10])([CH3:27])[CH2:12][CH2:13][O:14][C:15](=[O:16])[NH:17][CH2:18][CH2:19][CH2:20][CH2:21][CH2:22][C:23](=[O:24])[NH:5][C:4]1[CH:3]=[C:2]([I:1])[CH:8]=[C:7]([I:9])[CH:6]=1. (3) Given the reactants [Cl:1][CH2:2][CH2:3][CH2:4][CH2:5][C:6]1[N:10]([CH2:11][CH2:12][OH:13])[N:9]=[C:8]([C:14]([O:16][CH2:17][CH3:18])=[O:15])[CH:7]=1.I[CH3:20].[H-].[Na+].[Cl-].[NH4+], predict the reaction product. The product is: [Cl:1][CH2:2][CH2:3][CH2:4][CH2:5][C:6]1[N:10]([CH2:11][CH2:12][O:13][CH3:20])[N:9]=[C:8]([C:14]([O:16][CH2:17][CH3:18])=[O:15])[CH:7]=1. (4) Given the reactants [CH:1]([N:14]1[CH2:17][CH:16]([OH:18])[CH2:15]1)([C:8]1[CH:13]=[CH:12][CH:11]=[CH:10][CH:9]=1)[C:2]1[CH:7]=[CH:6][CH:5]=[CH:4][CH:3]=1.CCN(CC)CC.[CH3:26][S:27](Cl)(=[O:29])=[O:28], predict the reaction product. The product is: [CH3:26][S:27]([O:18][CH:16]1[CH2:17][N:14]([CH:1]([C:8]2[CH:13]=[CH:12][CH:11]=[CH:10][CH:9]=2)[C:2]2[CH:3]=[CH:4][CH:5]=[CH:6][CH:7]=2)[CH2:15]1)(=[O:29])=[O:28].